Dataset: Forward reaction prediction with 1.9M reactions from USPTO patents (1976-2016). Task: Predict the product of the given reaction. (1) Given the reactants [Br:1][C:2]1[CH:3]=[C:4]([CH:24]=[CH:25][CH:26]=1)[CH2:5][C:6]1[N:10]2[C:11](=[O:23])[C:12]3[NH:13][CH:14]=[N:15][C:16]=3[N:17]([CH2:18][CH2:19][CH2:20][CH2:21][CH3:22])[C:9]2=[N:8][N:7]=1.[Br:27]N1C(=O)CCC1=O, predict the reaction product. The product is: [Br:27][C:14]1[NH:13][C:12]2[C:11](=[O:23])[N:10]3[C:6]([CH2:5][C:4]4[CH:24]=[CH:25][CH:26]=[C:2]([Br:1])[CH:3]=4)=[N:7][N:8]=[C:9]3[N:17]([CH2:18][CH2:19][CH2:20][CH2:21][CH3:22])[C:16]=2[N:15]=1. (2) Given the reactants [CH3:1][C:2]([O:4][CH2:5][C:6]1[CH2:15][S:14][C@@H:9]2[C@H:10]([NH2:13])[C:11](=[O:12])[N:8]2[C:7]=1[C:16]([OH:18])=[O:17])=[O:3].[CH3:19][Si:20]([CH3:27])([CH3:26])N[Si:20]([CH3:27])([CH3:26])[CH3:19].C(N)(=O)C.N1C=CN=C1, predict the reaction product. The product is: [CH3:19][Si:20]([NH:13][C@@H:10]1[C:11](=[O:12])[N:8]2[C:7]([C:16]([O:18][Si:20]([CH3:27])([CH3:26])[CH3:19])=[O:17])=[C:6]([CH2:5][O:4][C:2](=[O:3])[CH3:1])[CH2:15][S:14][C@H:9]12)([CH3:27])[CH3:26]. (3) The product is: [Cl:12][C:11]1[CH:10]=[CH:9][C:6](/[CH:7]=[C:21](/[N+:18]([O-:20])=[O:19])\[CH3:22])=[CH:5][C:4]=1[N+:1]([O-:3])=[O:2]. Given the reactants [N+:1]([C:4]1[CH:5]=[C:6]([CH:9]=[CH:10][C:11]=1[Cl:12])[CH:7]=O)([O-:3])=[O:2].C([O-])(=O)C.[NH4+].[N+:18]([CH2:21][CH3:22])([O-:20])=[O:19], predict the reaction product. (4) The product is: [C:1]([O:5][C:6](=[O:26])[NH:7][C:8]1[CH:13]=[CH:12][C:11]([C:14]2[C:19]([O:20][CH3:21])=[CH:18][CH:17]=[CH:16][C:15]=2[F:22])=[CH:10][C:9]=1[NH2:23])([CH3:4])([CH3:2])[CH3:3]. Given the reactants [C:1]([O:5][C:6](=[O:26])[NH:7][C:8]1[CH:13]=[CH:12][C:11]([C:14]2[C:19]([O:20][CH3:21])=[CH:18][CH:17]=[CH:16][C:15]=2[F:22])=[CH:10][C:9]=1[N+:23]([O-])=O)([CH3:4])([CH3:3])[CH3:2], predict the reaction product. (5) Given the reactants [CH2:1]([O:3][CH2:4][N:5]1[CH:9]=[C:8]([CH2:10][O:11][Si](CC)(CC)CC)[N:7]=[C:6]1[C:19](=[O:21])[CH3:20])[CH3:2].[F-].C([N+](CCCC)(CCCC)CCCC)CCC, predict the reaction product. The product is: [CH2:1]([O:3][CH2:4][N:5]1[CH:9]=[C:8]([CH2:10][OH:11])[N:7]=[C:6]1[C:19](=[O:21])[CH3:20])[CH3:2]. (6) Given the reactants [C:1](=[O:3])=O.CC(C)=O.[Cl-].[Cl-].[Cl-].[Al+3].C(Cl)(=O)C(Cl)=O.[CH2:18]([C:27]1[CH:32]=[CH:31][CH:30]=[C:29]([F:33])[CH:28]=1)[CH2:19][C:20]1[CH:25]=[CH:24][CH:23]=[C:22]([F:26])[CH:21]=1, predict the reaction product. The product is: [F:26][C:22]1[CH:23]=[CH:24][C:25]2[C:1](=[O:3])[C:32]3[CH:31]=[CH:30][C:29]([F:33])=[CH:28][C:27]=3[CH2:18][CH2:19][C:20]=2[CH:21]=1.